This data is from Catalyst prediction with 721,799 reactions and 888 catalyst types from USPTO. The task is: Predict which catalyst facilitates the given reaction. (1) Reactant: CC1(C)[O:6][C@@H:5]([C@@H:7]([OH:28])[C@H:8]([OH:27])[CH2:9][N:10]2[C:19]3[CH:18]=[CH:17][CH:16]=[C:15]4[C:20]([CH3:24])([CH3:23])[CH2:21][CH2:22][N:13]([C:14]=34)[C:12](=[O:25])[C:11]2=[O:26])[CH2:4][O:3]1. Product: [CH3:23][C:20]1([CH3:24])[C:15]2[C:14]3[N:13]([C:12](=[O:25])[C:11](=[O:26])[N:10]([CH2:9][C@@H:8]([OH:27])[C@H:7]([OH:28])[C@H:5]([OH:6])[CH2:4][OH:3])[C:19]=3[CH:18]=[CH:17][CH:16]=2)[CH2:22][CH2:21]1. The catalyst class is: 86. (2) Product: [OH:1][C@H:2]1[CH2:7][CH2:6][C@H:5]([C:8]([O:10][CH3:11])=[O:9])[CH2:4][CH2:3]1. The catalyst class is: 5. Reactant: [OH:1][CH:2]1[CH2:7][CH2:6][CH:5]([C:8]([OH:10])=[O:9])[CH2:4][CH2:3]1.[C:11]1(C)C=CC=CC=1.C[Si](C=[N+]=[N-])(C)C. (3) Reactant: [P:1]([O:13][CH2:14][CH2:15][NH:16][CH2:17][CH3:18])([O:8][C:9]([CH3:12])([CH3:11])[CH3:10])([O:3][C:4]([CH3:7])([CH3:6])[CH3:5])=[O:2].O=[CH:20][CH2:21][C@@H:22]([NH:31][C:32]1[CH:37]=[CH:36][C:35]([S:38]([NH2:41])(=[O:40])=[O:39])=[CH:34][C:33]=1[S:42]([C:45]([F:48])([F:47])[F:46])(=[O:44])=[O:43])[CH2:23][S:24][C:25]1[CH:30]=[CH:29][CH:28]=[CH:27][CH:26]=1.C(O[BH-](OC(=O)C)OC(=O)C)(=O)C.[Na+].[OH-].[Na+]. Product: [P:1]([O:13][CH2:14][CH2:15][N:16]([CH2:17][CH3:18])[CH2:20][CH2:21][C@@H:22]([NH:31][C:32]1[CH:37]=[CH:36][C:35]([S:38](=[O:39])(=[O:40])[NH2:41])=[CH:34][C:33]=1[S:42]([C:45]([F:48])([F:46])[F:47])(=[O:43])=[O:44])[CH2:23][S:24][C:25]1[CH:26]=[CH:27][CH:28]=[CH:29][CH:30]=1)([O:3][C:4]([CH3:5])([CH3:6])[CH3:7])([O:8][C:9]([CH3:10])([CH3:11])[CH3:12])=[O:2]. The catalyst class is: 279. (4) Reactant: [NH2:1][C:2]1[C:3]([C:10]2[CH:15]=[CH:14][C:13]([Br:16])=[CH:12][CH:11]=2)=[N:4][O:5][C:6]=1[C:7]([NH2:9])=[O:8].Cl[C:18](Cl)([O:20]C(=O)OC(Cl)(Cl)Cl)Cl. Product: [Br:16][C:13]1[CH:14]=[CH:15][C:10]([C:3]2[C:2]3[NH:1][C:18](=[O:20])[NH:9][C:7](=[O:8])[C:6]=3[O:5][N:4]=2)=[CH:11][CH:12]=1. The catalyst class is: 12. (5) Reactant: [CH2:1]([O:8][NH:9][C:10]([C:12]1[C:13]([NH:24][CH:25]2[CH2:27][CH2:26]2)=[N:14][C:15]([N:19]2[CH2:23][CH2:22][CH2:21][CH2:20]2)=[C:16]([F:18])[CH:17]=1)=[O:11])[C:2]1[CH:7]=[CH:6][CH:5]=[CH:4][CH:3]=1.[C:28](N1C=CN=C1)(N1C=CN=C1)=[O:29]. Product: [CH2:1]([O:8][N:9]1[C:10](=[O:11])[C:12]2[CH:17]=[C:16]([F:18])[C:15]([N:19]3[CH2:20][CH2:21][CH2:22][CH2:23]3)=[N:14][C:13]=2[N:24]([CH:25]2[CH2:27][CH2:26]2)[C:28]1=[O:29])[C:2]1[CH:7]=[CH:6][CH:5]=[CH:4][CH:3]=1. The catalyst class is: 22. (6) Reactant: [C:1]([OH:6])(=O)[C:2]#[C:3][CH3:4].CN1CCOCC1.CN(C(ON1N=NC2C=CC=CC1=2)=[N+](C)C)C.[B-](F)(F)(F)F.Cl.[NH2:37][CH2:38][C:39]1[CH:40]=[C:41]([C:45]2[CH:50]=[C:49]([C:51]3[NH:59][C:58]4[CH2:57][CH2:56][NH:55][C:54](=[O:60])[C:53]=4[CH:52]=3)[CH:48]=[CH:47][N:46]=2)[CH:42]=[CH:43][CH:44]=1.[F:61][C:62]([F:67])([F:66])[C:63]([OH:65])=[O:64]. Product: [F:61][C:62]([F:67])([F:66])[C:63]([OH:65])=[O:64].[O:60]=[C:54]1[C:53]2[CH:52]=[C:51]([C:49]3[CH:48]=[CH:47][N:46]=[C:45]([C:41]4[CH:40]=[C:39]([CH:44]=[CH:43][CH:42]=4)[CH2:38][NH:37][C:1](=[O:6])[C:2]#[C:3][CH3:4])[CH:50]=3)[NH:59][C:58]=2[CH2:57][CH2:56][NH:55]1. The catalyst class is: 9.